Task: Predict which catalyst facilitates the given reaction.. Dataset: Catalyst prediction with 721,799 reactions and 888 catalyst types from USPTO (1) Reactant: [Cl:1][C:2]1[C:3]([NH:18][C:19]2[CH:23]=[C:22]([O:24][CH:25]([CH3:27])[CH3:26])[NH:21][N:20]=2)=[N:4][C:5]([NH:8][C@H:9]([C:11]2[CH:16]=[CH:15][C:14]([F:17])=[CH:13][N:12]=2)[CH3:10])=[N:6][CH:7]=1.[P:28](=[O:32])([OH:31])([OH:30])[OH:29]. Product: [P:28]([OH:32])([OH:31])([OH:30])=[O:29].[Cl:1][C:2]1[C:3]([NH:18][C:19]2[CH:23]=[C:22]([O:24][CH:25]([CH3:27])[CH3:26])[NH:21][N:20]=2)=[N:4][C:5]([NH:8][C@H:9]([C:11]2[CH:16]=[CH:15][C:14]([F:17])=[CH:13][N:12]=2)[CH3:10])=[N:6][CH:7]=1. The catalyst class is: 5. (2) Reactant: [Br:1][C:2]1[N:7]=[C:6]([C:8]([OH:11])([CH3:10])[CH3:9])[CH:5]=[CH:4][CH:3]=1.[CH3:12]I.[H-].[Na+].[Cl-].[NH4+]. Product: [Br:1][C:2]1[CH:3]=[CH:4][CH:5]=[C:6]([C:8]([O:11][CH3:12])([CH3:9])[CH3:10])[N:7]=1. The catalyst class is: 1. (3) Product: [C:39]([O:38][C:36]([N:2]([CH3:1])[CH2:3][CH2:4][N:5]([CH3:6])[CH2:25][CH2:24][O:23][C:19]1[CH:18]=[C:17]([CH2:16][C:15]([O:14][CH3:13])=[O:27])[CH:22]=[CH:21][CH:20]=1)=[O:37])([CH3:40])([CH3:41])[CH3:42]. Reactant: [CH3:1][NH:2][CH2:3][CH2:4][NH:5][CH3:6].C(=O)([O-])[O-].[K+].[K+].[CH3:13][O:14][C:15](=[O:27])[CH2:16][C:17]1[CH:22]=[CH:21][CH:20]=[C:19]([O:23][CH2:24][CH2:25]Br)[CH:18]=1.[C:39]([O:38][C:36](O[C:36]([O:38][C:39]([CH3:42])([CH3:41])[CH3:40])=[O:37])=[O:37])([CH3:42])([CH3:41])[CH3:40]. The catalyst class is: 9. (4) Reactant: F[C:2]1[CH:3]=[CH:4][C:5]([CH:8]=[O:9])=[N:6][CH:7]=1.[NH:10]1[CH2:15][CH2:14][O:13][CH2:12][CH2:11]1.C([O-])([O-])=O.[K+].[K+]. Product: [O:13]1[CH2:14][CH2:15][N:10]([C:2]2[CH:3]=[CH:4][C:5]([CH:8]=[O:9])=[N:6][CH:7]=2)[CH2:11][CH2:12]1. The catalyst class is: 23. (5) Reactant: [CH2:1]([S:7]([OH:10])(=[O:9])=[O:8])[CH2:2][S:3]([OH:6])(=[O:5])=[O:4].[CH3:11][N:12]([CH2:19][CH2:20][O:21][C:22]1[CH:35]=[CH:34][C:25]([CH2:26][CH:27]2[S:31][C:30](=[O:32])[NH:29][C:28]2=[O:33])=[CH:24][CH:23]=1)[C:13]1[CH:18]=[CH:17][CH:16]=[CH:15][N:14]=1. Product: [CH2:1]([S:7]([OH:10])(=[O:9])=[O:8])[CH2:2][S:3]([OH:6])(=[O:5])=[O:4].[CH3:11][N:12]([CH2:19][CH2:20][O:21][C:22]1[CH:35]=[CH:34][C:25]([CH2:26][CH:27]2[S:31][C:30](=[O:32])[NH:29][C:28]2=[O:33])=[CH:24][CH:23]=1)[C:13]1[CH:18]=[CH:17][CH:16]=[CH:15][N:14]=1. The catalyst class is: 41. (6) Reactant: [F:1][C:2]([F:13])([F:12])[C:3]1[CH:11]=[CH:10][C:6]([CH:7]=[N:8]O)=[CH:5][CH:4]=1.CO.[H][H]. Product: [F:1][C:2]([F:12])([F:13])[C:3]1[CH:11]=[CH:10][C:6]([CH2:7][NH2:8])=[CH:5][CH:4]=1. The catalyst class is: 45. (7) Reactant: [CH3:13][C:12]([O:11][C:9](O[C:9]([O:11][C:12]([CH3:15])([CH3:14])[CH3:13])=[O:10])=[O:10])([CH3:15])[CH3:14].[Cl:16][C:17]1[C:18]([CH2:28][NH:29][CH:30]2[CH2:32][CH2:31]2)=[CH:19][C:20]([CH2:23][CH2:24][CH2:25][O:26][CH3:27])=[N:21][CH:22]=1.CCN(C(C)C)C(C)C.Cl. Product: [C:12]([O:11][C:9](=[O:10])[N:29]([CH2:28][C:18]1[C:17]([Cl:16])=[CH:22][N:21]=[C:20]([CH2:23][CH2:24][CH2:25][O:26][CH3:27])[CH:19]=1)[CH:30]1[CH2:32][CH2:31]1)([CH3:13])([CH3:14])[CH3:15]. The catalyst class is: 2. (8) Product: [F:34][C:2]([F:1])([F:33])[C:3]1[CH:28]=[C:27]([C:29]([F:31])([F:30])[F:32])[CH:26]=[CH:25][C:4]=1[CH2:5][O:6][C:7]1[CH:12]=[CH:11][C:10](/[CH:13]=[C:14]2\[NH:15][C:16](=[O:22])[N:17]([CH2:20][CH3:21])\[C:18]\2=[N:19]\[CH3:36])=[CH:9][C:8]=1[O:23][CH3:24]. Reactant: [F:1][C:2]([F:34])([F:33])[C:3]1[CH:28]=[C:27]([C:29]([F:32])([F:31])[F:30])[CH:26]=[CH:25][C:4]=1[CH2:5][O:6][C:7]1[CH:12]=[CH:11][C:10](/[CH:13]=[C:14]2\[NH:15][C:16](=[O:22])[N:17]([CH2:20][CH3:21])[C:18]\2=[NH:19])=[CH:9][C:8]=1[O:23][CH3:24].Cl.[CH3:36]N. The catalyst class is: 8. (9) Reactant: [F:1][C:2]1[CH:7]=[C:6]([O:8][C:9]2[CH:14]=[CH:13][N:12]=[C:11]([C:15]3[CH:16]=[N:17][N:18]([CH3:20])[CH:19]=3)[CH:10]=2)[C:5]([F:21])=[CH:4][C:3]=1[NH:22][C:23]([C:25]1([C:28]([O:30]C)=[O:29])[CH2:27][CH2:26]1)=[O:24].O.O.[OH-].[Li+:35]. Product: [F:1][C:2]1[CH:7]=[C:6]([O:8][C:9]2[CH:14]=[CH:13][N:12]=[C:11]([C:15]3[CH:16]=[N:17][N:18]([CH3:20])[CH:19]=3)[CH:10]=2)[C:5]([F:21])=[CH:4][C:3]=1[NH:22][C:23]([C:25]1([C:28]([O-:30])=[O:29])[CH2:27][CH2:26]1)=[O:24].[Li+:35]. The catalyst class is: 1.